This data is from NCI-60 drug combinations with 297,098 pairs across 59 cell lines. The task is: Regression. Given two drug SMILES strings and cell line genomic features, predict the synergy score measuring deviation from expected non-interaction effect. (1) Drug 1: CN(CCCl)CCCl.Cl. Drug 2: N.N.Cl[Pt+2]Cl. Cell line: U251. Synergy scores: CSS=70.6, Synergy_ZIP=-1.76, Synergy_Bliss=-1.53, Synergy_Loewe=0.120, Synergy_HSA=4.09. (2) Drug 1: C1=CC(=CC=C1CC(C(=O)O)N)N(CCCl)CCCl.Cl. Drug 2: C1=NC2=C(N=C(N=C2N1C3C(C(C(O3)CO)O)O)F)N. Cell line: SF-295. Synergy scores: CSS=5.60, Synergy_ZIP=-2.65, Synergy_Bliss=1.81, Synergy_Loewe=-5.51, Synergy_HSA=1.61. (3) Drug 1: CC1=C(C=C(C=C1)NC2=NC=CC(=N2)N(C)C3=CC4=NN(C(=C4C=C3)C)C)S(=O)(=O)N.Cl. Drug 2: C1=NC2=C(N1)C(=S)N=C(N2)N. Cell line: RPMI-8226. Synergy scores: CSS=31.1, Synergy_ZIP=5.19, Synergy_Bliss=4.37, Synergy_Loewe=-30.3, Synergy_HSA=-0.679. (4) Drug 1: C1CCC(C1)C(CC#N)N2C=C(C=N2)C3=C4C=CNC4=NC=N3. Drug 2: C#CCC(CC1=CN=C2C(=N1)C(=NC(=N2)N)N)C3=CC=C(C=C3)C(=O)NC(CCC(=O)O)C(=O)O. Cell line: DU-145. Synergy scores: CSS=8.41, Synergy_ZIP=-2.09, Synergy_Bliss=1.14, Synergy_Loewe=1.60, Synergy_HSA=1.71. (5) Drug 1: CCC1(CC2CC(C3=C(CCN(C2)C1)C4=CC=CC=C4N3)(C5=C(C=C6C(=C5)C78CCN9C7C(C=CC9)(C(C(C8N6C=O)(C(=O)OC)O)OC(=O)C)CC)OC)C(=O)OC)O.OS(=O)(=O)O. Cell line: MDA-MB-231. Drug 2: CC1=C(C(=O)C2=C(C1=O)N3CC4C(C3(C2COC(=O)N)OC)N4)N. Synergy scores: CSS=15.4, Synergy_ZIP=-2.63, Synergy_Bliss=-1.66, Synergy_Loewe=2.00, Synergy_HSA=1.94. (6) Drug 1: C1CN1C2=NC(=NC(=N2)N3CC3)N4CC4. Drug 2: CC12CCC3C(C1CCC2=O)CC(=C)C4=CC(=O)C=CC34C. Cell line: UACC62. Synergy scores: CSS=23.6, Synergy_ZIP=-1.77, Synergy_Bliss=-0.531, Synergy_Loewe=-3.39, Synergy_HSA=-1.80. (7) Drug 1: C1=C(C(=O)NC(=O)N1)F. Drug 2: CC12CCC3C(C1CCC2OP(=O)(O)O)CCC4=C3C=CC(=C4)OC(=O)N(CCCl)CCCl.[Na+]. Cell line: COLO 205. Synergy scores: CSS=53.1, Synergy_ZIP=-7.44, Synergy_Bliss=-16.3, Synergy_Loewe=-21.7, Synergy_HSA=-16.3.